From a dataset of Forward reaction prediction with 1.9M reactions from USPTO patents (1976-2016). Predict the product of the given reaction. (1) Given the reactants C(OC([N:8]1[CH2:20][C@@H:19]([CH3:21])[N:18]2[C@H:10]([CH2:11][C:12]3[C:17]2=[N:16][C:15]([CH2:22][S:23]C(C2C=CC=CC=2)(C2C=CC=CC=2)C2C=CC=CC=2)=[C:14]([CH:43]=O)[CH:13]=3)[CH2:9]1)=O)(C)(C)C, predict the reaction product. The product is: [NH3:8].[CH3:21][C@@H:19]1[CH2:20][NH:8][CH2:9][C@@H:10]2[N:18]1[C:17]1[C:12]([CH2:11]2)=[CH:13][C:14]2=[CH:43][S:23][CH:22]=[C:15]2[N:16]=1. (2) Given the reactants C(OC([N:8]1[CH2:13][CH2:12][CH:11]([CH2:14][NH:15][C:16]2[CH:21]=[CH:20][C:19]([C:22]([O:24][CH2:25][C:26]3[CH:31]=[CH:30][CH:29]=[CH:28][CH:27]=3)=[O:23])=[C:18]([O:32][CH2:33][C:34]3[CH:39]=[CH:38][CH:37]=[CH:36][CH:35]=3)[CH:17]=2)[CH2:10][CH2:9]1)=O)(C)(C)C.NC1C=CC=CC=1.[CH3:47][N:48]([CH2:59][C:60](O)=[O:61])[S:49]([C:52]1[CH:57]=[CH:56][C:55]([CH3:58])=[CH:54][CH:53]=1)(=[O:51])=[O:50], predict the reaction product. The product is: [CH2:33]([O:32][C:18]1[CH:17]=[C:16]([N:15]([CH2:14][CH:11]2[CH2:12][CH2:13][NH:8][CH2:9][CH2:10]2)[C:60](=[O:61])[CH2:59][N:48]([CH3:47])[S:49]([C:52]2[CH:57]=[CH:56][C:55]([CH3:58])=[CH:54][CH:53]=2)(=[O:51])=[O:50])[CH:21]=[CH:20][C:19]=1[C:22]([O:24][CH2:25][C:26]1[CH:27]=[CH:28][CH:29]=[CH:30][CH:31]=1)=[O:23])[C:34]1[CH:39]=[CH:38][CH:37]=[CH:36][CH:35]=1. (3) Given the reactants [NH2:1][C:2]1[S:3][C:4]([C:7]([O:9][CH3:10])=[O:8])=[CH:5][N:6]=1.[P:11](Cl)([O:20][C:21]1[CH:26]=[CH:25][CH:24]=[CH:23][CH:22]=1)([O:13][C:14]1[CH:19]=[CH:18][CH:17]=[CH:16][CH:15]=1)=[O:12], predict the reaction product. The product is: [O:20]([P:11]([NH:1][C:2]1[S:3][C:4]([C:7]([O:9][CH3:10])=[O:8])=[CH:5][N:6]=1)([O:13][C:14]1[CH:19]=[CH:18][CH:17]=[CH:16][CH:15]=1)=[O:12])[C:21]1[CH:22]=[CH:23][CH:24]=[CH:25][CH:26]=1. (4) Given the reactants [C:1]([NH2:4])(=[O:3])[CH3:2].O.[C:6]([OH:10])(=[O:9])[CH:7]=[O:8], predict the reaction product. The product is: [C:1]([NH:4][CH:7]([OH:8])[C:6]([OH:10])=[O:9])(=[O:3])[CH3:2]. (5) Given the reactants [CH3:1][C:2]1[O:3][C:4]2[C:9]([C:10](=[O:12])[CH:11]=1)=[CH:8][CH:7]=[CH:6][C:5]=2[CH:13]=[C:14]([C:19](=O)[CH3:20])[C:15]([O:17][CH3:18])=[O:16].[NH2:22][C:23]([CH3:33])=[CH:24][C:25](=[O:32])[CH2:26][CH2:27][CH:28]1[CH2:31][CH2:30][CH2:29]1, predict the reaction product. The product is: [CH:28]1([CH2:27][CH2:26][C:25]([C:24]2[CH:13]([C:5]3[CH:6]=[CH:7][CH:8]=[C:9]4[C:4]=3[O:3][C:2]([CH3:1])=[CH:11][C:10]4=[O:12])[C:14]([C:15]([O:17][CH3:18])=[O:16])=[C:19]([CH3:20])[NH:22][C:23]=2[CH3:33])=[O:32])[CH2:29][CH2:30][CH2:31]1. (6) Given the reactants Br[CH2:2][C:3]([NH:5][C:6]1[CH:11]=[CH:10][CH:9]=[C:8]([F:12])[C:7]=1[F:13])=[O:4].[N+:14]([C:17]1[CH:21]=[CH:20][NH:19][N:18]=1)([O-:16])=[O:15], predict the reaction product. The product is: [F:13][C:7]1[C:8]([F:12])=[CH:9][CH:10]=[CH:11][C:6]=1[NH:5][C:3](=[O:4])[CH2:2][N:19]1[CH:20]=[CH:21][C:17]([N+:14]([O-:16])=[O:15])=[N:18]1.